Task: Predict the reactants needed to synthesize the given product.. Dataset: Full USPTO retrosynthesis dataset with 1.9M reactions from patents (1976-2016) (1) Given the product [NH:6]1[C:7]2[C:12](=[CH:11][CH:10]=[CH:9][CH:8]=2)[C:4]([CH2:3][CH2:2][NH:1][CH2:19][C:18]2[CH:21]=[CH:22][C:15]([C:13]#[N:14])=[CH:16][CH:17]=2)=[CH:5]1, predict the reactants needed to synthesize it. The reactants are: [NH2:1][CH2:2][CH2:3][C:4]1[C:12]2[C:7](=[CH:8][CH:9]=[CH:10][CH:11]=2)[NH:6][CH:5]=1.[C:13]([C:15]1[CH:22]=[CH:21][C:18]([CH:19]=O)=[CH:17][CH:16]=1)#[N:14].[BH4-].[Na+]. (2) Given the product [Cl:89][C:86]1[CH:87]=[CH:88][C:83]([C:68]2[C:67]3[CH:90]=[C:63]([O:62][CH2:61][CH2:60][O:59][CH2:58][CH2:57][O:56][CH2:55][CH2:54][O:53][CH2:52][CH2:51][NH:50][C:26](=[O:27])[CH2:25][C@@H:10]4[N:9]=[C:8]([C:5]5[CH:6]=[CH:7][C:2]([Cl:1])=[CH:3][CH:4]=5)[C:14]5[CH:15]=[C:16]([O:19][CH3:20])[CH:17]=[CH:18][C:13]=5[N:12]5[C:21]([CH3:24])=[N:22][N:23]=[C:11]45)[CH:64]=[CH:65][C:66]=3[N:72]3[C:73]([CH3:76])=[N:74][N:75]=[C:71]3[C@H:70]([CH2:77][C:78]([NH:80][CH2:81][CH3:82])=[O:79])[N:69]=2)=[CH:84][CH:85]=1, predict the reactants needed to synthesize it. The reactants are: [Cl:1][C:2]1[CH:7]=[CH:6][C:5]([C:8]2[C:14]3[CH:15]=[C:16]([O:19][CH3:20])[CH:17]=[CH:18][C:13]=3[N:12]3[C:21]([CH3:24])=[N:22][N:23]=[C:11]3[C@H:10]([CH2:25][C:26](O)=[O:27])[N:9]=2)=[CH:4][CH:3]=1.CCN=C=NCCCN(C)C.C1C=CC2N(O)N=NC=2C=1.[NH2:50][CH2:51][CH2:52][O:53][CH2:54][CH2:55][O:56][CH2:57][CH2:58][O:59][CH2:60][CH2:61][O:62][C:63]1[CH:64]=[CH:65][C:66]2[N:72]3[C:73]([CH3:76])=[N:74][N:75]=[C:71]3[C@H:70]([CH2:77][C:78]([NH:80][CH2:81][CH3:82])=[O:79])[N:69]=[C:68]([C:83]3[CH:88]=[CH:87][C:86]([Cl:89])=[CH:85][CH:84]=3)[C:67]=2[CH:90]=1. (3) Given the product [CH:1]([C@H:14]1[CH2:20][C@H:19]([OH:18])[C@@H:17]([NH:28][CH2:27][C:26]2[CH:29]=[CH:30][C:23]([O:22][CH3:21])=[CH:24][CH:25]=2)[CH2:16][O:15]1)([C:8]1[CH:13]=[CH:12][CH:11]=[CH:10][CH:9]=1)[C:2]1[CH:3]=[CH:4][CH:5]=[CH:6][CH:7]=1, predict the reactants needed to synthesize it. The reactants are: [CH:1]([C@H:14]1[CH2:20][C@H:19]2[C@H:17]([O:18]2)[CH2:16][O:15]1)([C:8]1[CH:13]=[CH:12][CH:11]=[CH:10][CH:9]=1)[C:2]1[CH:7]=[CH:6][CH:5]=[CH:4][CH:3]=1.[CH3:21][O:22][C:23]1[CH:30]=[CH:29][C:26]([CH2:27][NH2:28])=[CH:25][CH:24]=1. (4) Given the product [Cl:1][C:2]1[CH:11]=[C:10]([C:12](=[O:13])[CH3:26])[C:9]([C:18]2[CH:23]=[CH:22][CH:21]=[C:20]([F:24])[CH:19]=2)=[C:8]2[C:3]=1[CH:4]=[CH:5][CH:6]=[N:7]2, predict the reactants needed to synthesize it. The reactants are: [Cl:1][C:2]1[CH:11]=[C:10]([C:12](N(OC)C)=[O:13])[C:9]([C:18]2[CH:23]=[CH:22][CH:21]=[C:20]([F:24])[CH:19]=2)=[C:8]2[C:3]=1[CH:4]=[CH:5][CH:6]=[N:7]2.F[C:26](F)(F)S(OC1C(C(N(OC)C)=O)=CC(Cl)=C2C=1N=CC=C2)(=O)=O.C[Mg]Br. (5) The reactants are: C([Li])CCC.[CH3:6][CH2:7][CH2:8][CH2:9][CH2:10][CH3:11].C(NC(C)C)(C)C.[CH3:19][O:20][C:21]1[N:22]=[N:23][C:24]([O:27][CH3:28])=[CH:25][CH:26]=1.C(OCC)C.FC(F)(F)S(O[C:40]1[CH:49]=[CH:48][CH:47]=[C:46]2[C:41]=1[CH2:42][C@H:43]([N:50]([CH2:58]C1C=CC=CC=1)[CH2:51][C:52]1[CH:57]=[CH:56][CH:55]=[CH:54][CH:53]=1)[CH2:44][O:45]2)(=O)=O.C(=O)(O)[O-].[Na+]. Given the product [CH2:58]([N:50]([CH2:51][C:52]1[CH:57]=[CH:56][CH:55]=[CH:54][CH:53]=1)[C@H:43]1[CH2:42][C:41]2[C:46](=[CH:47][CH:48]=[CH:49][C:40]=2[C:26]2[CH:25]=[C:24]([O:27][CH3:28])[N:23]=[N:22][C:21]=2[O:20][CH3:19])[O:45][CH2:44]1)[C:8]1[CH:7]=[CH:6][CH:11]=[CH:10][CH:9]=1, predict the reactants needed to synthesize it. (6) Given the product [O:1]=[C:2]1[C:7]2[N:8]3[C:14](=[C:15]([C:16]([NH2:17])=[O:21])[C:6]=2[N:5]=[CH:4][NH:3]1)[CH2:13][CH2:12][CH2:11][CH2:10][CH2:9]3, predict the reactants needed to synthesize it. The reactants are: [O:1]=[C:2]1[C:7]2[N:8]3[C:14](=[C:15]([C:16]#[N:17])[C:6]=2[N:5]=[CH:4][NH:3]1)[CH2:13][CH2:12][CH2:11][CH2:10][CH2:9]3.Cl.C(O)(=[O:21])C. (7) Given the product [F:33][C:30]([F:31])([F:32])[C:27]1[CH:28]=[CH:29][C:24]([CH2:23][O:22][C:17]2[CH:18]=[CH:19][CH:20]=[CH:21][C:16]=2[CH2:15][O:14][C:11]2[CH:12]=[CH:13][C:6]3[C:5]([CH2:4][C:3]([OH:34])=[O:2])=[CH:9][S:8][C:7]=3[CH:10]=2)=[CH:25][CH:26]=1, predict the reactants needed to synthesize it. The reactants are: C[O:2][C:3](=[O:34])[CH2:4][C:5]1[C:6]2[CH:13]=[CH:12][C:11]([O:14][CH2:15][C:16]3[CH:21]=[CH:20][CH:19]=[CH:18][C:17]=3[O:22][CH2:23][C:24]3[CH:29]=[CH:28][C:27]([C:30]([F:33])([F:32])[F:31])=[CH:26][CH:25]=3)=[CH:10][C:7]=2[S:8][CH:9]=1.ClC1C=CC(C(=O)CCCSC2C=CC(OCC(O)=O)=C3C=2CCC3)=CC=1.